This data is from Forward reaction prediction with 1.9M reactions from USPTO patents (1976-2016). The task is: Predict the product of the given reaction. (1) Given the reactants [Sn](Cl)Cl.[N:4]12[CH2:11][CH2:10][CH:7]([CH2:8][CH2:9]1)[C@@H:6]([NH:12][C:13]([C:15]1[O:16][C:17]3[CH:23]=[C:22]([N+:24]([O-])=O)[CH:21]=[CH:20][C:18]=3[CH:19]=1)=[O:14])[CH2:5]2, predict the reaction product. The product is: [N:4]12[CH2:9][CH2:8][CH:7]([CH2:10][CH2:11]1)[C@@H:6]([NH:12][C:13]([C:15]1[O:16][C:17]3[CH:23]=[C:22]([NH2:24])[CH:21]=[CH:20][C:18]=3[CH:19]=1)=[O:14])[CH2:5]2. (2) Given the reactants [NH2:1][C:2]1[CH:3]=[CH:4][C:5]([C:8]#[N:9])=[N:6][CH:7]=1.[F:10][C:11]([F:22])([F:21])[C:12](O[C:12](=[O:13])[C:11]([F:22])([F:21])[F:10])=[O:13], predict the reaction product. The product is: [C:8]([C:5]1[N:6]=[CH:7][C:2]([NH:1][C:12](=[O:13])[C:11]([F:22])([F:21])[F:10])=[CH:3][CH:4]=1)#[N:9]. (3) Given the reactants [CH3:1][O:2][C:3]([C:5]1[N:10]=[C:9](Br)[C:8]2[N:12]=[C:13]([C:15]3[CH:20]=[CH:19][CH:18]=[CH:17][CH:16]=3)[O:14][C:7]=2[C:6]=1[OH:21])=[O:4].C([Sn](CCCC)(CCCC)[C:27]1[CH:32]=[CH:31][CH:30]=[CH:29][CH:28]=1)CCC, predict the reaction product. The product is: [CH3:1][O:2][C:3]([C:5]1[N:10]=[C:9]([C:27]2[CH:32]=[CH:31][CH:30]=[CH:29][CH:28]=2)[C:8]2[N:12]=[C:13]([C:15]3[CH:20]=[CH:19][CH:18]=[CH:17][CH:16]=3)[O:14][C:7]=2[C:6]=1[OH:21])=[O:4]. (4) Given the reactants [C:1](O[C:1](=[O:4])[CH2:2][CH3:3])(=[O:4])[CH2:2][CH3:3].[NH2:10][CH2:11][C@H:12]1[O:16][C:15](=[O:17])[N:14]([C:18]2[CH:19]=[C:20]3[C:24](=[C:25]([F:27])[CH:26]=2)[N:23]([CH3:28])[C:22](=[O:29])[CH2:21]3)[CH2:13]1.C(N(CC)C(C)C)(C)C, predict the reaction product. The product is: [F:27][C:25]1[CH:26]=[C:18]([N:14]2[CH2:13][C@H:12]([CH2:11][NH:10][C:1](=[O:4])[CH2:2][CH3:3])[O:16][C:15]2=[O:17])[CH:19]=[C:20]2[C:24]=1[N:23]([CH3:28])[C:22](=[O:29])[CH2:21]2. (5) The product is: [C:1]([O:5][C:6]([N:8]1[CH2:13][CH2:12][CH:11]([NH:22][CH2:21][CH2:20][N:15]2[CH2:19][CH2:18][CH2:17][CH2:16]2)[CH2:10][CH2:9]1)=[O:7])([CH3:4])([CH3:3])[CH3:2]. Given the reactants [C:1]([O:5][C:6]([N:8]1[CH2:13][CH2:12][C:11](=O)[CH2:10][CH2:9]1)=[O:7])([CH3:4])([CH3:3])[CH3:2].[N:15]1([CH2:20][CH2:21][NH2:22])[CH2:19][CH2:18][CH2:17][CH2:16]1.[BH-](OC(C)=O)(OC(C)=O)OC(C)=O.[Na+], predict the reaction product. (6) Given the reactants [O:1]1[C:6]2[CH:7]=[CH:8][CH:9]=[CH:10][C:5]=2[O:4][CH2:3][C@@H:2]1[CH2:11][N:12]1[CH2:17][CH2:16][CH2:15][C@@:14]([CH2:19][OH:20])([CH3:18])[CH2:13]1.[OH-].[Na+].[C:23]([O:27][C:28](=[O:31])[CH2:29]Br)([CH3:26])([CH3:25])[CH3:24], predict the reaction product. The product is: [C:23]([O:27][C:28](=[O:31])[CH2:29][O:20][CH2:19][C@@:14]1([CH3:18])[CH2:15][CH2:16][CH2:17][N:12]([CH2:11][C@@H:2]2[O:1][C:6]3[CH:7]=[CH:8][CH:9]=[CH:10][C:5]=3[O:4][CH2:3]2)[CH2:13]1)([CH3:26])([CH3:25])[CH3:24]. (7) Given the reactants [Cl:1][C:2]1[CH:3]=[CH:4][C:5]([F:10])=[C:6]([CH:9]=1)[CH2:7]Br.[CH2:11]([O:13][P:14]([O:18]CC)[O:15][CH2:16][CH3:17])[CH3:12], predict the reaction product. The product is: [CH2:11]([O:13][P:14]([CH2:7][C:6]1[CH:9]=[C:2]([Cl:1])[CH:3]=[CH:4][C:5]=1[F:10])(=[O:18])[O:15][CH2:16][CH3:17])[CH3:12]. (8) Given the reactants [Br:1][C:2]1[CH:10]=[CH:9][C:5]([C:6](O)=[O:7])=[C:4]([N+:11]([O-:13])=[O:12])[CH:3]=1.C(Cl)(=O)C([Cl:17])=O, predict the reaction product. The product is: [Br:1][C:2]1[CH:10]=[CH:9][C:5]([C:6]([Cl:17])=[O:7])=[C:4]([N+:11]([O-:13])=[O:12])[CH:3]=1.